From a dataset of Buchwald-Hartwig C-N cross coupling reaction yields with 55,370 reactions. Predict the reaction yield, written as a fraction of the theoretical maximum amount of product (1.0 means a 100% yield; for example, 0.34 means a 34% yield). (1) The reactants are FC(F)(F)c1ccc(I)cc1.Cc1ccc(N)cc1.O=S(=O)(O[Pd]1c2ccccc2-c2ccccc2N~1)C(F)(F)F.COc1ccc(OC)c(P([C@]23C[C@H]4C[C@H](C[C@H](C4)C2)C3)[C@]23C[C@H]4C[C@H](C[C@H](C4)C2)C3)c1-c1c(C(C)C)cc(C(C)C)cc1C(C)C.CN(C)C(=NC(C)(C)C)N(C)C.Cc1cc(-n2cccc2)no1. No catalyst specified. The product is Cc1ccc(Nc2ccc(C(F)(F)F)cc2)cc1. The yield is 0.370. (2) The reactants are FC(F)(F)c1ccc(Cl)cc1.Cc1ccc(N)cc1.O=S(=O)(O[Pd]1c2ccccc2-c2ccccc2N~1)C(F)(F)F.COc1ccc(OC)c(P([C@]23C[C@H]4C[C@H](C[C@H](C4)C2)C3)[C@]23C[C@H]4C[C@H](C[C@H](C4)C2)C3)c1-c1c(C(C)C)cc(C(C)C)cc1C(C)C.CN(C)C(=NC(C)(C)C)N(C)C.c1ccc(CN(Cc2ccccc2)c2ccon2)cc1. No catalyst specified. The product is Cc1ccc(Nc2ccc(C(F)(F)F)cc2)cc1. The yield is 0.192. (3) The reactants are Brc1ccccn1.Cc1ccc(N)cc1.O=S(=O)(O[Pd]1c2ccccc2-c2ccccc2N~1)C(F)(F)F.COc1ccc(OC)c(P(C(C)(C)C)C(C)(C)C)c1-c1c(C(C)C)cc(C(C)C)cc1C(C)C.CCN=P(N=P(N(C)C)(N(C)C)N(C)C)(N(C)C)N(C)C.COC(=O)c1cc(-c2ccco2)on1. No catalyst specified. The product is Cc1ccc(Nc2ccccn2)cc1. The yield is 0.736. (4) The reactants are Brc1ccccn1.Cc1ccc(N)cc1.O=S(=O)(O[Pd]1c2ccccc2-c2ccccc2N~1)C(F)(F)F.CC(C)c1cc(C(C)C)c(-c2ccccc2P(C2CCCCC2)C2CCCCC2)c(C(C)C)c1.CN1CCCN2CCCN=C12.CCOC(=O)c1cc(C)on1. No catalyst specified. The product is Cc1ccc(Nc2ccccn2)cc1. The yield is 0.565. (5) The reactants are COc1ccc(I)cc1.Cc1ccc(N)cc1.O=S(=O)(O[Pd]1c2ccccc2-c2ccccc2N~1)C(F)(F)F.COc1ccc(OC)c(P(C(C)(C)C)C(C)(C)C)c1-c1c(C(C)C)cc(C(C)C)cc1C(C)C.CCN=P(N=P(N(C)C)(N(C)C)N(C)C)(N(C)C)N(C)C.c1ccc2nocc2c1. No catalyst specified. The product is COc1ccc(Nc2ccc(C)cc2)cc1. The yield is 0.154. (6) The reactants are Brc1ccccn1.Cc1ccc(N)cc1.O=S(=O)(O[Pd]1c2ccccc2-c2ccccc2N~1)C(F)(F)F.CC(C)c1cc(C(C)C)c(-c2ccccc2P(C(C)(C)C)C(C)(C)C)c(C(C)C)c1.CCN=P(N=P(N(C)C)(N(C)C)N(C)C)(N(C)C)N(C)C.CCOC(=O)c1cc(C)on1. No catalyst specified. The product is Cc1ccc(Nc2ccccn2)cc1. The yield is 0.763.